This data is from Forward reaction prediction with 1.9M reactions from USPTO patents (1976-2016). The task is: Predict the product of the given reaction. (1) Given the reactants [Br:1]Br.[CH3:3][N:4]1[C:8]([C:9]2[CH:14]=[CH:13][N:12]=[C:11]([NH:15][C:16]3[CH:21]=[CH:20][C:19]([S:22](=[O:29])(=[O:28])[NH:23][CH2:24][CH2:25][O:26][CH3:27])=[CH:18][CH:17]=3)[N:10]=2)=[CH:7][N:6]=[C:5]1[CH3:30], predict the reaction product. The product is: [Br:1][C:14]1[C:9]([C:8]2[N:4]([CH3:3])[C:5]([CH3:30])=[N:6][CH:7]=2)=[N:10][C:11]([NH:15][C:16]2[CH:17]=[CH:18][C:19]([S:22](=[O:29])(=[O:28])[NH:23][CH2:24][CH2:25][O:26][CH3:27])=[CH:20][CH:21]=2)=[N:12][CH:13]=1. (2) Given the reactants [N:1]1[CH:6]=[CH:5][C:4]([NH:7][C:8](=[O:16])OC2C=CC=CC=2)=[CH:3][CH:2]=1.[NH2:17][C:18]1[CH:47]=[CH:46][C:21]([CH2:22][CH:23]2[CH2:28][CH2:27][N:26]([CH2:29][C:30]3[CH:35]=[CH:34][C:33]([C:36]([OH:45])([C:41]([F:44])([F:43])[F:42])[C:37]([F:40])([F:39])[F:38])=[CH:32][CH:31]=3)[CH2:25][CH2:24]2)=[CH:20][C:19]=1[F:48], predict the reaction product. The product is: [F:48][C:19]1[CH:20]=[C:21]([CH2:22][CH:23]2[CH2:24][CH2:25][N:26]([CH2:29][C:30]3[CH:31]=[CH:32][C:33]([C:36]([OH:45])([C:41]([F:42])([F:43])[F:44])[C:37]([F:39])([F:40])[F:38])=[CH:34][CH:35]=3)[CH2:27][CH2:28]2)[CH:46]=[CH:47][C:18]=1[NH:17][C:8]([NH:7][C:4]1[CH:3]=[CH:2][N:1]=[CH:6][CH:5]=1)=[O:16]. (3) Given the reactants [NH2:1][C:2]1[S:3][C:4]([C:10]2[CH:15]=[CH:14][C:13]([C:16]([OH:19])([CH3:18])[CH3:17])=[CH:12][C:11]=2[F:20])=[CH:5][C:6]=1[C:7]([NH2:9])=[O:8].Br[C:22]1[N:27]=[C:26]([C:28]([NH:30][C@H:31]2[CH2:36][CH2:35][C@H:34]([OH:37])[CH2:33][CH2:32]2)=[O:29])[CH:25]=[CH:24][CH:23]=1, predict the reaction product. The product is: [NH2:9][C:7]([C:6]1[CH:5]=[C:4]([C:10]2[CH:15]=[CH:14][C:13]([C:16]([OH:19])([CH3:17])[CH3:18])=[CH:12][C:11]=2[F:20])[S:3][C:2]=1[NH:1][C:22]1[N:27]=[C:26]([C:28]([NH:30][C@H:31]2[CH2:36][CH2:35][C@H:34]([OH:37])[CH2:33][CH2:32]2)=[O:29])[CH:25]=[CH:24][CH:23]=1)=[O:8].